From a dataset of Catalyst prediction with 721,799 reactions and 888 catalyst types from USPTO. Predict which catalyst facilitates the given reaction. Reactant: [N:1]1([C:6]2[CH:33]=[CH:32][C:9]([CH2:10][C:11]3[C:12](Cl)=[N:13][C:14]4[C:19]([C:20]=3[Cl:21])=[CH:18][C:17]([C:22]([C:24]3[N:28]([CH3:29])[CH:27]=[N:26][CH:25]=3)=[O:23])=[CH:16][C:15]=4[CH3:30])=[CH:8][CH:7]=2)[CH:5]=[CH:4][CH:3]=[N:2]1.[CH3:34][O-:35].[Na+]. Product: [N:1]1([C:6]2[CH:33]=[CH:32][C:9]([CH2:10][C:11]3[C:12]([O:35][CH3:34])=[N:13][C:14]4[C:19]([C:20]=3[Cl:21])=[CH:18][C:17]([C:22]([C:24]3[N:28]([CH3:29])[CH:27]=[N:26][CH:25]=3)=[O:23])=[CH:16][C:15]=4[CH3:30])=[CH:8][CH:7]=2)[CH:5]=[CH:4][CH:3]=[N:2]1. The catalyst class is: 308.